Predict the product of the given reaction. From a dataset of Forward reaction prediction with 1.9M reactions from USPTO patents (1976-2016). (1) Given the reactants [NH2:1][C:2]1[N:7]=[C:6]([S:8][CH2:9][CH3:10])[N:5]([C:11]2[CH:16]=[CH:15][C:14]([O:17][CH2:18][C:19]([F:22])([F:21])[F:20])=[CH:13][CH:12]=2)[C:4](=[O:23])[C:3]=1Br.[SH:25][CH2:26][C:27](O)=[O:28].C(=O)([O-])O.[Na+], predict the reaction product. The product is: [CH2:9]([S:8][C:6]1[N:5]([C:11]2[CH:16]=[CH:15][C:14]([O:17][CH2:18][C:19]([F:22])([F:21])[F:20])=[CH:13][CH:12]=2)[C:4](=[O:23])[C:3]2[S:25][CH2:26][C:27](=[O:28])[NH:1][C:2]=2[N:7]=1)[CH3:10]. (2) Given the reactants Br[C:2]1[N:9]=[CH:8][CH:7]=[CH:6][C:3]=1[CH:4]=[O:5].[CH:10]1(B(O)O)[CH2:12][CH2:11]1.[F-].[Cs+], predict the reaction product. The product is: [CH:10]1([C:2]2[C:3]([CH:4]=[O:5])=[CH:6][CH:7]=[CH:8][N:9]=2)[CH2:12][CH2:11]1. (3) The product is: [I:7][C:5]1[N:6]=[C:2]([C:17]2[CH:18]=[CH:19][C:14]([CH3:13])=[CH:15][CH:16]=2)[O:3][C:4]=1[C:8]([O:10][CH2:11][CH3:12])=[O:9]. Given the reactants I[C:2]1[O:3][C:4]([C:8]([O:10][CH2:11][CH3:12])=[O:9])=[C:5]([I:7])[N:6]=1.[CH3:13][C:14]1[CH:19]=[CH:18][C:17](B(O)O)=[CH:16][CH:15]=1.C(=O)([O-])[O-].[Na+].[Na+].C([O-])(O)=O.[Na+], predict the reaction product. (4) Given the reactants Cl.CN.[CH:4]([N:7](C(C)C)CC)(C)C.[CH3:13][O:14][CH2:15][O:16][C:17]1[CH:18]=[C:19]([CH:23]2[CH2:25][O:24]2)[CH:20]=[CH:21][CH:22]=1.C(OCC)(=O)C, predict the reaction product. The product is: [CH3:13][O:14][CH2:15][O:16][C:17]1[CH:18]=[C:19]([CH:23]([OH:24])[CH2:25][NH:7][CH3:4])[CH:20]=[CH:21][CH:22]=1. (5) Given the reactants F[C:2]1[N:7]=[CH:6][C:5]([C:8]2[S:9][C:10]3[CH:16]=[C:15]([O:17][CH3:18])[CH:14]=[CH:13][C:11]=3[N:12]=2)=[CH:4][CH:3]=1.[NH:19]1[CH2:23][CH2:22][CH2:21][CH2:20]1, predict the reaction product. The product is: [CH3:18][O:17][C:15]1[CH:14]=[CH:13][C:11]2[N:12]=[C:8]([C:5]3[CH:6]=[N:7][C:2]([N:19]4[CH2:23][CH2:22][CH2:21][CH2:20]4)=[CH:3][CH:4]=3)[S:9][C:10]=2[CH:16]=1. (6) Given the reactants [NH2:1][C:2]1[CH:30]=[CH:29][C:5]([C:6]([N:8]2[CH2:13][CH2:12][N:11]([CH2:14][C:15]3[CH:16]=[C:17]([CH:25]=[CH:26][CH:27]=3)[C:18]([NH:20][C:21]([CH3:24])([CH3:23])[CH3:22])=[O:19])[C@H:10]([CH3:28])[CH2:9]2)=[O:7])=[CH:4][C:3]=1[F:31].Cl[C:33](OC1C=CC([N+]([O-])=O)=CC=1)=[O:34].[CH:45]1([CH2:48][NH2:49])[CH2:47][CH2:46]1.O, predict the reaction product. The product is: [C:21]([NH:20][C:18](=[O:19])[C:17]1[CH:25]=[CH:26][CH:27]=[C:15]([CH2:14][N:11]2[CH2:12][CH2:13][N:8]([C:6](=[O:7])[C:5]3[CH:29]=[CH:30][C:2]([NH:1][C:33]([NH:49][CH2:48][CH:45]4[CH2:47][CH2:46]4)=[O:34])=[C:3]([F:31])[CH:4]=3)[CH2:9][C@H:10]2[CH3:28])[CH:16]=1)([CH3:23])([CH3:22])[CH3:24]. (7) Given the reactants C1C(=O)N(OC(CCCCCN[C:17]([CH2:19][CH2:20][CH2:21][CH2:22][C@@H:23]2[S:27][CH2:26][C@@H:25]3[NH:28][C:29]([NH:31][C@H:24]23)=[O:30])=[O:18])=O)C(=O)C1.C(=O)([O-])[O-:33], predict the reaction product. The product is: [OH:33][C:17]([CH2:19][CH2:20][CH2:21][CH2:22][C@H:23]1[C@@H:24]2[C@@H:25]([NH:28][C:29]([NH:31]2)=[O:30])[CH2:26][S:27]1)=[O:18].